Task: Predict the reaction yield, written as a fraction of the theoretical maximum amount of product (1.0 means a 100% yield; for example, 0.34 means a 34% yield).. Dataset: Reaction yield outcomes from USPTO patents with 853,638 reactions (1) The reactants are C1(C(=[N:14][C:15]2[CH:20]=[CH:19][C:18]([C@@H:21]3[O:26][CH2:25][CH2:24][N:23]([C:27]([O:29][C:30]([CH3:33])([CH3:32])[CH3:31])=[O:28])[CH2:22]3)=[CH:17][CH:16]=2)C2C=CC=CC=2)C=CC=CC=1.C([O-])=O.[NH4+]. The catalyst is [Pd].CO. The product is [NH2:14][C:15]1[CH:20]=[CH:19][C:18]([C@@H:21]2[O:26][CH2:25][CH2:24][N:23]([C:27]([O:29][C:30]([CH3:33])([CH3:32])[CH3:31])=[O:28])[CH2:22]2)=[CH:17][CH:16]=1. The yield is 0.940. (2) The reactants are [Br:1][C:2]1[C:12]2[CH2:11][CH2:10][CH2:9][C:8](=[O:13])[NH:7][C:6]=2[CH:5]=[CH:4][C:3]=1[CH3:14].[H-].[Na+].[CH3:17]I. The catalyst is CN(C=O)C. The product is [Br:1][C:2]1[C:12]2[CH2:11][CH2:10][CH2:9][C:8](=[O:13])[N:7]([CH3:17])[C:6]=2[CH:5]=[CH:4][C:3]=1[CH3:14]. The yield is 0.839.